Dataset: Catalyst prediction with 721,799 reactions and 888 catalyst types from USPTO. Task: Predict which catalyst facilitates the given reaction. (1) Reactant: I[C:2]1[CH:30]=[CH:29][C:5]2[N:6]([CH2:10][C:11]3[CH:16]=[CH:15][C:14]([O:17][CH2:18][C:19]4[CH:20]=[N:21][C:22]([O:25][CH3:26])=[CH:23][CH:24]=4)=[C:13]([O:27][CH3:28])[CH:12]=3)[C:7]([NH2:9])=[N:8][C:4]=2[CH:3]=1.[CH3:31][N:32]1[CH2:37][CH2:36][NH:35][C:34](=[O:38])[CH2:33]1.CN[C@@H]1CCCC[C@H]1NC.P([O-])([O-])([O-])=O.[K+].[K+].[K+]. Product: [NH2:9][C:7]1[N:6]([CH2:10][C:11]2[CH:16]=[CH:15][C:14]([O:17][CH2:18][C:19]3[CH:20]=[N:21][C:22]([O:25][CH3:26])=[CH:23][CH:24]=3)=[C:13]([O:27][CH3:28])[CH:12]=2)[C:5]2[CH:4]=[CH:3][C:2]([N:35]3[CH2:36][CH2:37][N:32]([CH3:31])[CH2:33][C:34]3=[O:38])=[CH:30][C:29]=2[N:8]=1. The catalyst class is: 12. (2) Reactant: C(OC([N:8]1[CH:17]([C:18]([NH:20][C:21]2[CH:26]=[CH:25][C:24]([F:27])=[CH:23][C:22]=2[F:28])=[O:19])[CH2:16][C:15]2[C:10](=[CH:11][CH:12]=[CH:13][CH:14]=2)[CH2:9]1)=O)(C)(C)C.Cl.C(O)(C)C.[OH-].[Na+]. Product: [F:28][C:22]1[CH:23]=[C:24]([F:27])[CH:25]=[CH:26][C:21]=1[NH:20][C:18]([CH:17]1[CH2:16][C:15]2[C:10](=[CH:11][CH:12]=[CH:13][CH:14]=2)[CH2:9][NH:8]1)=[O:19]. The catalyst class is: 106. (3) Reactant: [C:1]([O:5][C:6]([N:8]1[CH2:13][CH2:12][CH2:11][CH2:10][C@@H:9]1[CH2:14][CH2:15][OH:16])=[O:7])([CH3:4])([CH3:3])[CH3:2].[H-].[Na+].[CH2:19]([C:23]1[N:24]=[N:25][C:26](Cl)=[CH:27][C:28]=1[C:29]1[CH:34]=[CH:33][C:32]([O:35][CH:36]2[CH2:41][CH2:40][CH2:39][CH2:38][CH2:37]2)=[CH:31][CH:30]=1)[CH2:20][CH2:21][CH3:22].O. Product: [C:1]([O:5][C:6]([N:8]1[CH2:13][CH2:12][CH2:11][CH2:10][C@@H:9]1[CH2:14][CH2:15][O:16][C:26]1[N:25]=[N:24][C:23]([CH2:19][CH2:20][CH2:21][CH3:22])=[C:28]([C:29]2[CH:30]=[CH:31][C:32]([O:35][CH:36]3[CH2:41][CH2:40][CH2:39][CH2:38][CH2:37]3)=[CH:33][CH:34]=2)[CH:27]=1)=[O:7])([CH3:4])([CH3:3])[CH3:2]. The catalyst class is: 39. (4) Reactant: [CH3:1][C:2]1([OH:12])[CH2:11][CH2:10][C:5]2([O:9][CH2:8][CH2:7][O:6]2)[CH2:4][CH2:3]1.[H-].[Na+].[CH3:15][C:16]1([O:19][CH2:18]1)[CH3:17]. Product: [CH3:15][C:16]([OH:19])([CH3:18])[CH2:17][O:12][C:2]1([CH3:1])[CH2:11][CH2:10][C:5]2([O:6][CH2:7][CH2:8][O:9]2)[CH2:4][CH2:3]1. The catalyst class is: 35. (5) Reactant: C(O)(C(F)(F)F)=O.[Cl:8][C:9]1[CH:14]=[CH:13][CH:12]=[C:11]([Cl:15])[C:10]=1[NH:16][C:17]([NH:19][C:20]1[CH:25]=[C:24]([F:26])[CH:23]=[CH:22][C:21]=1[C:27]([NH:29][C@H:30]([C:39]([O:41]C(C)(C)C)=[O:40])[CH2:31][C:32]([O:34]C(C)(C)C)=[O:33])=[O:28])=[O:18]. Product: [Cl:8][C:9]1[CH:14]=[CH:13][CH:12]=[C:11]([Cl:15])[C:10]=1[NH:16][C:17]([NH:19][C:20]1[CH:25]=[C:24]([F:26])[CH:23]=[CH:22][C:21]=1[C:27]([NH:29][C@H:30]([C:39]([OH:41])=[O:40])[CH2:31][C:32]([OH:34])=[O:33])=[O:28])=[O:18]. The catalyst class is: 2. (6) Reactant: [OH2:1].Cl.[C:3](NO)([C:16]1[CH:21]=[CH:20][CH:19]=[CH:18][CH:17]=1)([C:10]1[CH:15]=[CH:14][CH:13]=[CH:12][CH:11]=1)[C:4]1[CH:9]=[CH:8][CH:7]=[CH:6][CH:5]=1.[OH-].[Na+]. Product: [C:3]([O:1][C:3]([C:4]1[CH:9]=[CH:8][CH:7]=[CH:6][CH:5]=1)([C:16]1[CH:17]=[CH:18][CH:19]=[CH:20][CH:21]=1)[C:10]1[CH:11]=[CH:12][CH:13]=[CH:14][CH:15]=1)([C:16]1[CH:21]=[CH:20][CH:19]=[CH:18][CH:17]=1)([C:10]1[CH:15]=[CH:14][CH:13]=[CH:12][CH:11]=1)[C:4]1[CH:9]=[CH:8][CH:7]=[CH:6][CH:5]=1. The catalyst class is: 12. (7) Reactant: [F:1][C:2]1[CH:29]=[CH:28][C:5]([CH2:6][NH:7][C:8](=[O:27])[CH2:9][N:10]2[CH2:14][CH2:13][N:12]([C:15]3[S:16][C:17]([C:21]([O:23]CC)=[O:22])=[C:18]([CH3:20])[N:19]=3)[C:11]2=[O:26])=[CH:4][CH:3]=1.[OH-].[Na+].Cl. Product: [F:1][C:2]1[CH:29]=[CH:28][C:5]([CH2:6][NH:7][C:8](=[O:27])[CH2:9][N:10]2[CH2:14][CH2:13][N:12]([C:15]3[S:16][C:17]([C:21]([OH:23])=[O:22])=[C:18]([CH3:20])[N:19]=3)[C:11]2=[O:26])=[CH:4][CH:3]=1. The catalyst class is: 40. (8) Reactant: OO.C([C@H]1COC(=O)N1[C:16](=[O:27])[C@@H:17]([CH2:25][OH:26])[CH2:18][C:19]1[CH:24]=[CH:23][CH:22]=[CH:21][CH:20]=1)C1C=CC=CC=1.O.[OH-].[Li+].S([O-])([O-])=[O:32].[Na+].[Na+]. Product: [OH:26][CH2:25][C@@H:17]([CH2:18][C:19]1[CH:20]=[CH:21][CH:22]=[CH:23][CH:24]=1)[C:16]([OH:27])=[O:32]. The catalyst class is: 90. (9) Reactant: [N:1]1([C:6]2[CH:22]=[CH:21][C:9]([CH2:10][N:11]3[C:19]4[C:14](=[N:15][C:16]([CH3:20])=[CH:17][CH:18]=4)[CH:13]=[CH:12]3)=[CH:8][CH:7]=2)[CH:5]=[CH:4][CH:3]=[N:2]1.[Br:23]Br.C([O-])(O)=O.[Na+].[O-]S([O-])(=S)=O.[Na+].[Na+]. Product: [N:1]1([C:6]2[CH:22]=[CH:21][C:9]([CH2:10][N:11]3[C:19]4[C:14](=[N:15][C:16]([CH3:20])=[CH:17][CH:18]=4)[C:13]([Br:23])=[CH:12]3)=[CH:8][CH:7]=2)[CH:5]=[CH:4][CH:3]=[N:2]1. The catalyst class is: 202.